From a dataset of Kir2.1 potassium channel HTS with 301,493 compounds. Binary Classification. Given a drug SMILES string, predict its activity (active/inactive) in a high-throughput screening assay against a specified biological target. (1) The compound is O1C(CCC1)Cn1c2nc3n(c(=O)c2cc(c1=N)C(=O)NCc1cc2OCOc2cc1)cccc3C. The result is 0 (inactive). (2) The molecule is S(c1nc(cc(c2cc(OC)c(OC)c(OC)c2)c1C#N)c1ccccc1)CC(=O)Nc1sccn1. The result is 0 (inactive).